This data is from Full USPTO retrosynthesis dataset with 1.9M reactions from patents (1976-2016). The task is: Predict the reactants needed to synthesize the given product. (1) Given the product [F:1][C:2]1[C:23]([S:24]([CH3:27])(=[O:25])=[O:26])=[CH:22][CH:21]=[C:20]([O:32][CH:29]([CH3:31])[CH3:30])[C:3]=1[C:4]([N:6]1[CH2:11][CH2:10][N:9]([C:12]2[CH:13]=[CH:14][C:15]([C:16]#[N:17])=[CH:18][CH:19]=2)[CH2:8][CH2:7]1)=[O:5], predict the reactants needed to synthesize it. The reactants are: [F:1][C:2]1[C:23]([S:24]([CH3:27])(=[O:26])=[O:25])=[CH:22][CH:21]=[C:20](F)[C:3]=1[C:4]([N:6]1[CH2:11][CH2:10][N:9]([C:12]2[CH:19]=[CH:18][C:15]([C:16]#[N:17])=[CH:14][CH:13]=2)[CH2:8][CH2:7]1)=[O:5].[CH:29]([O-:32])([CH3:31])[CH3:30].[Na+]. (2) Given the product [Cl:1][C:2]1[CH:3]=[CH:4][C:5]([CH2:6][N:7]2[C:12](=[N:13][C:14]3[CH:19]=[CH:18][C:17]([O:20][CH:21]([CH3:23])[CH3:22])=[C:16]([CH3:24])[CH:15]=3)[NH:11][C:10](=[O:25])[N:9]([CH2:26][C:27]([C:29]([O:31][CH3:32])=[O:30])=[O:28])[C:8]2=[O:33])=[CH:34][CH:35]=1, predict the reactants needed to synthesize it. The reactants are: [Cl:1][C:2]1[CH:35]=[CH:34][C:5]([CH2:6][N:7]2[C:12](=[N:13][C:14]3[CH:19]=[CH:18][C:17]([O:20][CH:21]([CH3:23])[CH3:22])=[C:16]([CH3:24])[CH:15]=3)[NH:11][C:10](=[O:25])[N:9]([CH2:26][C@@H:27]([C:29]([O:31][CH3:32])=[O:30])[OH:28])[C:8]2=[O:33])=[CH:4][CH:3]=1.CC(OI1(OC(C)=O)(OC(C)=O)OC(=O)C2C=CC=CC1=2)=O.S([O-])(O)(=O)=O.[Na+].C(=O)(O)[O-].[Na+]. (3) Given the product [NH2:7][C:8]1[C:13]([C:14]([NH2:15])=[O:2])=[C:12]([NH:16][C@H:17]([C:19]2[N:23]([C:24]3[CH:25]=[N:26][CH:27]=[CH:28][CH:29]=3)[C:22]3[CH:30]=[C:31]([F:34])[CH:32]=[CH:33][C:21]=3[N:20]=2)[CH3:18])[N:11]=[CH:10][N:9]=1, predict the reactants needed to synthesize it. The reactants are: C(=O)([O-])[O-:2].[K+].[K+].[NH2:7][C:8]1[C:13]([C:14]#[N:15])=[C:12]([NH:16][C@H:17]([C:19]2[N:23]([C:24]3[CH:25]=[N:26][CH:27]=[CH:28][CH:29]=3)[C:22]3[CH:30]=[C:31]([F:34])[CH:32]=[CH:33][C:21]=3[N:20]=2)[CH3:18])[N:11]=[CH:10][N:9]=1.OO. (4) The reactants are: Br[C:2]1[C:3]([O:12][CH3:13])=[CH:4][C:5]([O:10][CH3:11])=[C:6]([CH:9]=1)[CH:7]=[O:8].[N:14]1[CH:19]=[C:18](B(O)O)[CH:17]=[N:16][CH:15]=1. Given the product [CH3:11][O:10][C:5]1[CH:4]=[C:3]([O:12][CH3:13])[C:2]([C:18]2[CH:19]=[N:14][CH:15]=[N:16][CH:17]=2)=[CH:9][C:6]=1[CH:7]=[O:8], predict the reactants needed to synthesize it.